This data is from Forward reaction prediction with 1.9M reactions from USPTO patents (1976-2016). The task is: Predict the product of the given reaction. Given the reactants [C:1]1([CH3:11])[CH:6]=[CH:5][C:4]([S:7](Cl)(=[O:9])=[O:8])=[CH:3][CH:2]=1.[CH2:12]([OH:17])[CH2:13][CH2:14][CH:15]=[CH2:16].N1C=CC=CC=1.O, predict the reaction product. The product is: [C:1]1([CH3:11])[CH:6]=[CH:5][C:4]([S:7]([O:17][CH2:12][CH2:13][CH2:14][CH:15]=[CH2:16])(=[O:9])=[O:8])=[CH:3][CH:2]=1.